From a dataset of Forward reaction prediction with 1.9M reactions from USPTO patents (1976-2016). Predict the product of the given reaction. Given the reactants [C:1]([C:5]1[CH:6]=[C:7]([CH:24]=[C:25]([C:28]([CH3:31])([CH3:30])[CH3:29])[C:26]=1[OH:27])[CH2:8][N:9]([C:18]1[CH:19]=[N:20][CH:21]=[CH:22][CH:23]=1)[S:10]([C:13]1SC=CC=1)(=[O:12])=[O:11])([CH3:4])([CH3:3])[CH3:2].S1C=CC=C1S(Cl)(=O)=O.CS(Cl)(=O)=O, predict the reaction product. The product is: [C:1]([C:5]1[CH:6]=[C:7]([CH:24]=[C:25]([C:28]([CH3:31])([CH3:30])[CH3:29])[C:26]=1[OH:27])[CH2:8][N:9]([C:18]1[CH:19]=[N:20][CH:21]=[CH:22][CH:23]=1)[S:10]([CH3:13])(=[O:12])=[O:11])([CH3:4])([CH3:3])[CH3:2].